Predict which catalyst facilitates the given reaction. From a dataset of Catalyst prediction with 721,799 reactions and 888 catalyst types from USPTO. (1) Reactant: [Cl:1][C:2]1[CH:7]=[C:6]([OH:8])[CH:5]=[CH:4][C:3]=1[C:9]1[CH:14]=[CH:13][CH:12]=[C:11]([F:15])[CH:10]=1.S(=O)(=O)(O)O.[I:21]N1C(=O)CCC1=O.O. Product: [Cl:1][C:2]1[CH:7]=[C:6]([OH:8])[C:5]([I:21])=[CH:4][C:3]=1[C:9]1[CH:14]=[CH:13][CH:12]=[C:11]([F:15])[CH:10]=1. The catalyst class is: 411. (2) Reactant: Cl[C:2]1[N:7]=[N:6][C:5]([CH2:8][N:9]2[CH:13]=[CH:12][N:11]=[C:10]2[C:14]2[CH:19]=[CH:18][CH:17]=[C:16]([F:20])[N:15]=2)=[C:4]([CH2:21][CH2:22][CH3:23])[CH:3]=1.[N:24]1[CH:29]=[CH:28][CH:27]=[C:26](B(O)O)[CH:25]=1.P(C(C)(C)C)(C(C)(C)C)C(C)(C)C.C([O-])([O-])=O.[Cs+].[Cs+]. Product: [F:20][C:16]1[N:15]=[C:14]([C:10]2[N:9]([CH2:8][C:5]3[N:6]=[N:7][C:2]([C:26]4[CH:25]=[N:24][CH:29]=[CH:28][CH:27]=4)=[CH:3][C:4]=3[CH2:21][CH2:22][CH3:23])[CH:13]=[CH:12][N:11]=2)[CH:19]=[CH:18][CH:17]=1. The catalyst class is: 62. (3) Reactant: C[O:2][C:3]([C:5]1([CH3:25])[O:10][CH2:9][CH:8]([CH2:11][CH2:12][CH2:13][CH2:14][O:15][N:16]=[C:17]([C:19]2[CH:24]=[CH:23][CH:22]=[CH:21][CH:20]=2)[CH3:18])[CH2:7][O:6]1)=[O:4].O[Li].O. Product: [CH3:25][C:5]1([C:3]([OH:4])=[O:2])[O:6][CH2:7][CH:8]([CH2:11][CH2:12][CH2:13][CH2:14][O:15][N:16]=[C:17]([C:19]2[CH:24]=[CH:23][CH:22]=[CH:21][CH:20]=2)[CH3:18])[CH2:9][O:10]1. The catalyst class is: 193. (4) Reactant: [OH:1][C@@H:2]1[CH2:6][C@H:5]([OH:7])[C@H:4]([CH2:8]/[CH:9]=[CH:10]\[CH2:11][CH2:12][CH2:13][C:14]([OH:16])=[O:15])[C@H:3]1[CH2:17][CH2:18][C@@H:19]([OH:28])[CH2:20][CH2:21][C:22]1[CH:27]=[CH:26][CH:25]=[CH:24][CH:23]=1.[Br-].C1CCN2C(=NCCC2)CC1.[CH:41]([C:43]1[CH:44]=[CH:45][C:46]([CH3:58])=[C:47]([CH:57]=1)[O:48][CH2:49][C:50]([O:52][CH2:53][CH2:54][CH2:55]Br)=[O:51])=[O:42]. Product: [OH:1][C@@H:2]1[CH2:6][C@H:5]([OH:7])[C@H:4]([CH2:8]/[CH:9]=[CH:10]\[CH2:11][CH2:12][CH2:13][C:14]([O:16][CH2:55][CH2:54][CH2:53][O:52][C:50](=[O:51])[CH2:49][O:48][C:47]2[CH:57]=[C:43]([CH:41]=[O:42])[CH:44]=[CH:45][C:46]=2[CH3:58])=[O:15])[C@H:3]1[CH2:17][CH2:18][C@@H:19]([OH:28])[CH2:20][CH2:21][C:22]1[CH:23]=[CH:24][CH:25]=[CH:26][CH:27]=1. The catalyst class is: 369.